This data is from Clinical trial toxicity outcomes and FDA approval status for drugs. The task is: Regression/Classification. Given a drug SMILES string, predict its toxicity properties. Task type varies by dataset: regression for continuous values (e.g., LD50, hERG inhibition percentage) or binary classification for toxic/non-toxic outcomes (e.g., AMES mutagenicity, cardiotoxicity, hepatotoxicity). Dataset: clintox. (1) The result is 0 (passed clinical trial). The drug is CCN(CC)C(=O)[C@]1(c2ccccc2)C[C@@H]1C[NH3+]. (2) The drug is CC1(C)NC(=O)N(c2ccc([N+](=O)[O-])c(C(F)(F)F)c2)C1=O. The result is 0 (passed clinical trial). (3) The compound is C[NH+]1C2CC(OC(=O)C(CO)c3ccccc3)CC1C1OC12. The result is 0 (passed clinical trial). (4) The drug is CCN(C)C(=O)Oc1cccc([C@H](C)[NH+](C)C)c1. The result is 0 (passed clinical trial). (5) The compound is O=C1CCc2cc(OCCCCc3nnnn3C3CCCCC3)ccc2N1. The result is 0 (passed clinical trial). (6) The compound is O=C(c1ccccc1)c1ccc2n1CCC2C(=O)[O-]. The result is 0 (passed clinical trial). (7) The drug is CC(C)c1c(C(=O)Nc2ccccc2)c(-c2ccccc2)c(-c2ccc(F)cc2)n1CC[C@@H](O)C[C@@H](O)CC(=O)[O-]. The result is 0 (passed clinical trial). (8) The molecule is CCCC(C)C1(CC)C(=O)NC(=O)NC1=O. The result is 0 (passed clinical trial). (9) The drug is Cc1nc2n(c(=O)c1CC[NH+]1CCC(c3noc4cc(F)ccc34)CC1)CCCC2. The result is 0 (passed clinical trial). (10) The compound is Cn1nnnc1SCC1=C(C(=O)[O-])N2C(=O)[C@@H](NC(=O)[C@H](O)c3ccccc3)[C@H]2SC1. The result is 0 (passed clinical trial).